From a dataset of Catalyst prediction with 721,799 reactions and 888 catalyst types from USPTO. Predict which catalyst facilitates the given reaction. Reactant: [C:1]12([CH2:11][C:12]([NH:14][C:15]3[C:24]([CH3:25])=[CH:23][CH:22]=[C:21]4[C:16]=3[CH:17]=[CH:18][C:19]([NH:26][CH2:27][CH2:28][N:29]([CH2:37][CH2:38][OH:39])C(=O)OC(C)(C)C)=[N:20]4)=[O:13])[CH2:10][CH:5]3[CH2:6][CH:7]([CH2:9][CH:3]([CH2:4]3)[CH2:2]1)[CH2:8]2.[ClH:40]. Product: [ClH:40].[ClH:40].[C:1]12([CH2:11][C:12]([NH:14][C:15]3[C:24]([CH3:25])=[CH:23][CH:22]=[C:21]4[C:16]=3[CH:17]=[CH:18][C:19]([NH:26][CH2:27][CH2:28][NH:29][CH2:37][CH2:38][OH:39])=[N:20]4)=[O:13])[CH2:10][CH:5]3[CH2:4][CH:3]([CH2:9][CH:7]([CH2:6]3)[CH2:8]1)[CH2:2]2. The catalyst class is: 269.